Dataset: Forward reaction prediction with 1.9M reactions from USPTO patents (1976-2016). Task: Predict the product of the given reaction. (1) The product is: [CH:1]1[C:10]2[C:5](=[C:6]([NH:11][C:13](=[S:14])[NH:12][C:15]3[CH:16]=[C:17]([CH:21]=[CH:22][C:23]=3[O:24][C:25]([F:26])([F:27])[F:28])[C:18]([NH2:20])=[O:19])[CH:7]=[CH:8][CH:9]=2)[CH:4]=[CH:3][N:2]=1. Given the reactants [CH:1]1[C:10]2[C:5](=[C:6]([NH2:11])[CH:7]=[CH:8][CH:9]=2)[CH:4]=[CH:3][N:2]=1.[N:12]([C:15]1[CH:16]=[C:17]([CH:21]=[CH:22][C:23]=1[O:24][C:25]([F:28])([F:27])[F:26])[C:18]([NH2:20])=[O:19])=[C:13]=[S:14].CS(C1C=CC(OC)=C(NC(NC2C=CC=C3C=2C=NN3C)=S)C=1)(=O)=O, predict the reaction product. (2) Given the reactants N(C(OC(C)C)=O)=NC(O[CH:6]([CH3:8])[CH3:7])=O.[CH2:15]([O:17][C:18]([C:20]1[N:21]([S:30]([C:33]2[CH:38]=[CH:37][C:36]([CH3:39])=[CH:35][CH:34]=2)(=[O:32])=[O:31])[C:22]2[C:27]([CH:28]=1)=[CH:26][C:25]([OH:29])=[CH:24][CH:23]=2)=[O:19])[CH3:16].C1(P(C2C=CC=CC=2)C2C=CC=CC=2)C=CC=CC=1.CC(O)C, predict the reaction product. The product is: [CH2:15]([O:17][C:18]([C:20]1[N:21]([S:30]([C:33]2[CH:34]=[CH:35][C:36]([CH3:39])=[CH:37][CH:38]=2)(=[O:32])=[O:31])[C:22]2[C:27]([CH:28]=1)=[CH:26][C:25]([O:29][CH:6]([CH3:8])[CH3:7])=[CH:24][CH:23]=2)=[O:19])[CH3:16]. (3) Given the reactants [C:1]1([CH2:7][CH2:8][Mg]Cl)[CH:6]=[CH:5][CH:4]=[CH:3][CH:2]=1.[Br:11][C:12]1[CH:13]=[C:14]([CH:21]=[CH:22][N:23]=1)[C:15](N(OC)C)=[O:16].C1([Mg]Cl)C=CC=CC=1.Cl.[OH-].[Na+], predict the reaction product. The product is: [Br:11][C:12]1[CH:13]=[C:14]([C:15](=[O:16])[CH2:8][CH2:7][C:1]2[CH:6]=[CH:5][CH:4]=[CH:3][CH:2]=2)[CH:21]=[CH:22][N:23]=1. (4) Given the reactants [Cl:1][C:2]1[C:3]2[N:4]([C:8]([C:19](=O)[C:20]#[CH:21])=[C:9]([C:11]3[CH:16]=[CH:15][CH:14]=[C:13]([O:17][CH3:18])[CH:12]=3)[N:10]=2)[CH:5]=[CH:6][CH:7]=1.[N+]([O-])([O-])=O.[C:27]1([NH:33][C:34]([NH2:36])=[NH2+:35])[CH:32]=[CH:31][CH:30]=[CH:29][CH:28]=1.C(=O)([O-])[O-].[K+].[K+].O, predict the reaction product. The product is: [Cl:1][C:2]1[C:3]2[N:4]([C:8]([C:19]3[CH:20]=[CH:21][N:36]=[C:34]([NH:33][C:27]4[CH:32]=[CH:31][CH:30]=[CH:29][CH:28]=4)[N:35]=3)=[C:9]([C:11]3[CH:16]=[CH:15][CH:14]=[C:13]([O:17][CH3:18])[CH:12]=3)[N:10]=2)[CH:5]=[CH:6][CH:7]=1. (5) Given the reactants [F:1][C:2]([F:32])([F:31])[C:3]1[CH:8]=[CH:7][C:6]([NH:9][C:10](=[O:30])[NH:11][CH:12]2[CH2:17][CH2:16][N:15]([C:18]([C:20]3[CH:29]=[CH:28][C:23]([C:24]([O:26]C)=[O:25])=[CH:22][CH:21]=3)=[O:19])[CH2:14][CH2:13]2)=[CH:5][CH:4]=1.[Li+].[OH-], predict the reaction product. The product is: [F:31][C:2]([F:1])([F:32])[C:3]1[CH:4]=[CH:5][C:6]([NH:9][C:10](=[O:30])[NH:11][CH:12]2[CH2:13][CH2:14][N:15]([C:18]([C:20]3[CH:29]=[CH:28][C:23]([C:24]([OH:26])=[O:25])=[CH:22][CH:21]=3)=[O:19])[CH2:16][CH2:17]2)=[CH:7][CH:8]=1. (6) Given the reactants C([O:8][C:9]1[CH:17]=[CH:16][CH:15]=[C:14]2[C:10]=1[CH:11]=[CH:12][N:13]2[S:18]([C:21]1[CH:26]=[CH:25][CH:24]=[CH:23][C:22]=1[F:27])(=[O:20])=[O:19])C1C=CC=CC=1, predict the reaction product. The product is: [F:27][C:22]1[CH:23]=[CH:24][CH:25]=[CH:26][C:21]=1[S:18]([N:13]1[C:14]2[C:10](=[C:9]([OH:8])[CH:17]=[CH:16][CH:15]=2)[CH:11]=[CH:12]1)(=[O:19])=[O:20]. (7) Given the reactants NC1C=C(OC)C=CC=1[C:4](O)=[O:5].[NH2:13][C:14]1[CH:19]=[C:18]([O:20][CH3:21])[CH:17]=[CH:16][C:15]=1[C:22]([C:24]1[CH:29]=[CH:28][CH:27]=[CH:26][C:25]=1[O:30][CH3:31])=[O:23].[NH2:32][C:33]1[S:34][CH:35]=[CH:36][N:37]=1, predict the reaction product. The product is: [NH2:13][C:14]1[CH:19]=[C:18]([O:20][CH3:21])[CH:17]=[CH:16][C:15]=1[C:22]([C:24]1[CH:29]=[CH:28][CH:27]=[CH:26][C:25]=1[O:30][CH3:31])=[O:23].[CH3:31][O:30][C:25]1[CH:26]=[CH:27][CH:28]=[CH:29][C:24]=1[C:22]([C:15]1[CH:16]=[CH:17][C:18]([O:20][CH3:21])=[CH:19][C:14]=1[NH:13][C:4]([NH:32][C:33]1[S:34][CH:35]=[CH:36][N:37]=1)=[O:5])=[O:23]. (8) Given the reactants [C:1]([OH:11])(=[O:10])[CH:2]=[CH:3][C:4]1[CH:9]=[CH:8][CH:7]=[CH:6][CH:5]=1.[OH-].[Na+:13], predict the reaction product. The product is: [C:1]([O-:11])(=[O:10])[CH:2]=[CH:3][C:4]1[CH:5]=[CH:6][CH:7]=[CH:8][CH:9]=1.[Na+:13]. (9) Given the reactants [OH-].[Na+].[OH:3][CH2:4][CH:5]1[CH2:10][CH2:9][CH2:8][N:7]([C:11]2[CH:12]=[CH:13][C:14]([CH3:32])=[C:15]([CH:31]=2)[C:16]([NH:18][C:19]2[C:28]([CH3:29])=[CH:27][C:22]([C:23]([O:25]C)=[O:24])=[CH:21][C:20]=2[CH3:30])=[O:17])[CH2:6]1.CO, predict the reaction product. The product is: [OH:3][CH2:4][CH:5]1[CH2:10][CH2:9][CH2:8][N:7]([C:11]2[CH:12]=[CH:13][C:14]([CH3:32])=[C:15]([CH:31]=2)[C:16]([NH:18][C:19]2[C:20]([CH3:30])=[CH:21][C:22]([C:23]([OH:25])=[O:24])=[CH:27][C:28]=2[CH3:29])=[O:17])[CH2:6]1. (10) Given the reactants [Cl:1][C:2]1[CH:3]=[N:4][CH:5]=[C:6]([F:9])[C:7]=1I.CCN(C(C)C)C(C)C.[NH:19]1[CH2:24][CH2:23][CH:22]([OH:25])[CH2:21][CH2:20]1, predict the reaction product. The product is: [Cl:1][C:2]1[CH:3]=[N:4][CH:5]=[C:6]([F:9])[C:7]=1[N:19]1[CH2:24][CH2:23][CH:22]([OH:25])[CH2:21][CH2:20]1.